This data is from Full USPTO retrosynthesis dataset with 1.9M reactions from patents (1976-2016). The task is: Predict the reactants needed to synthesize the given product. (1) Given the product [CH2:12]([O:14][C:15]([C:17]1[C:18](=[O:34])[C:19]2[CH:24]=[N:23][C:22]([S:36]([CH3:1])(=[O:38])=[O:35])=[N:21][C:20]=2[N:27]([CH:29]2[CH2:30][CH2:31][CH2:32][CH2:33]2)[CH:28]=1)=[O:16])[CH3:13], predict the reactants needed to synthesize it. The reactants are: [CH:1]1C=C(Cl)C=C(C(OO)=O)C=1.[CH2:12]([O:14][C:15]([C:17]1[C:18](=[O:34])[C:19]2[CH:24]=[N:23][C:22](SC)=[N:21][C:20]=2[N:27]([CH:29]2[CH2:33][CH2:32][CH2:31][CH2:30]2)[CH:28]=1)=[O:16])[CH3:13].[O-:35][S:36]([O-:38])=O.[Na+].[Na+]. (2) Given the product [N+:1]([C:4]1[CH:5]=[N:6][N:7]([CH:9]2[CH2:14][CH2:13][NH:12][CH2:11][CH2:10]2)[CH:8]=1)([O-:3])=[O:2], predict the reactants needed to synthesize it. The reactants are: [N+:1]([C:4]1[CH:5]=[N:6][N:7]([CH:9]2[CH2:14][CH2:13][N:12](C(OC(C)(C)C)=O)[CH2:11][CH2:10]2)[CH:8]=1)([O-:3])=[O:2]. (3) Given the product [Cl:1][C:2]1[CH:3]=[CH:4][C:5]([O:17][CH2:18][C:19]2[CH:24]=[CH:23][CH:22]=[CH:21][CH:20]=2)=[C:6]([CH2:8][C:9]2[O:13][C:12]([C:14](/[N:16]=[CH:27]/[N:28]([CH3:30])[CH3:29])=[O:15])=[CH:11][CH:10]=2)[CH:7]=1, predict the reactants needed to synthesize it. The reactants are: [Cl:1][C:2]1[CH:3]=[CH:4][C:5]([O:17][CH2:18][C:19]2[CH:24]=[CH:23][CH:22]=[CH:21][CH:20]=2)=[C:6]([CH2:8][C:9]2[O:13][C:12]([C:14]([NH2:16])=[O:15])=[CH:11][CH:10]=2)[CH:7]=1.CO[CH:27](OC)[N:28]([CH3:30])[CH3:29]. (4) The reactants are: FC(F)(F)S(O)(=O)=O.[C:9]1([CH:16]=[CH:15][CH:14]=[C:12]([OH:13])[CH:11]=1)[OH:10].[Cl:17][CH2:18][CH2:19][C:20](O)=[O:21].C(Cl)(Cl)Cl. Given the product [Cl:17][CH2:18][CH2:19][C:20]([C:14]1[CH:15]=[CH:16][C:9]([OH:10])=[CH:11][C:12]=1[OH:13])=[O:21], predict the reactants needed to synthesize it. (5) Given the product [F:1][C:2]1[C:3]([N+:10]([O-:12])=[O:11])=[C:4]([OH:9])[CH:5]=[C:6]([F:8])[CH:7]=1, predict the reactants needed to synthesize it. The reactants are: [F:1][C:2]1[CH:3]=[C:4]([OH:9])[CH:5]=[C:6]([F:8])[CH:7]=1.[N+:10]([O-])([OH:12])=[O:11]. (6) Given the product [Cl:1][C:2]1[C:11]2[C:6](=[CH:7][CH:8]=[C:9]([S:25][CH:22]3[CH2:23][CH2:24][O:19][CH2:20][CH2:21]3)[CH:10]=2)[N:5]=[CH:4][CH:3]=1, predict the reactants needed to synthesize it. The reactants are: [Cl:1][C:2]1[C:11]2[C:6](=[CH:7][CH:8]=[C:9](I)[CH:10]=2)[N:5]=[CH:4][CH:3]=1.C(=O)([O-])[O-].[Na+].[Na+].[O:19]1[CH2:24][CH2:23][CH:22]([SH:25])[CH2:21][CH2:20]1. (7) Given the product [C:14]1(=[O:16])[NH:15][C:11](=[O:17])[CH2:12][CH2:13]1.[C:1]([O:6][CH2:7][CH:8]1[O:10][CH2:9]1)(=[O:5])[C:2]([CH3:4])=[CH2:3], predict the reactants needed to synthesize it. The reactants are: [C:1]([O:6][CH2:7][CH:8]1[O:10][CH2:9]1)(=[O:5])[C:2]([CH3:4])=[CH2:3].[C:11]1(=[O:17])[NH:15][C:14](=[O:16])[CH2:13][CH2:12]1.[Cl-].C(CCN(CC)CC)C1C=CC=CC=1.C1(=O)CCCCC1.